This data is from Forward reaction prediction with 1.9M reactions from USPTO patents (1976-2016). The task is: Predict the product of the given reaction. Given the reactants [C:1]([C:5]1[CH:13]=[C:12]2[C:8]([CH2:9][CH:10]([CH2:15][CH:16]([CH3:18])[CH3:17])[C:11]2=[O:14])=[CH:7][C:6]=1[O:19][CH3:20])([CH3:4])([CH3:3])[CH3:2].C([O-])(=O)C.[K+].O.[Br:27]Br, predict the reaction product. The product is: [Br:27][C:7]1[C:6]([O:19][CH3:20])=[C:5]([C:1]([CH3:2])([CH3:4])[CH3:3])[CH:13]=[C:12]2[C:8]=1[CH2:9][CH:10]([CH2:15][CH:16]([CH3:17])[CH3:18])[C:11]2=[O:14].